Predict the product of the given reaction. From a dataset of Forward reaction prediction with 1.9M reactions from USPTO patents (1976-2016). The product is: [C:4]([O:3][C:1]([C@:8]([NH2:20])([CH2:12][CH3:13])[CH:9]=[O:10])=[O:2])([CH3:7])([CH3:6])[CH3:5]. Given the reactants [C:1]([CH:8]([CH2:12][CH3:13])[C@@H:9](N)[OH:10])([O:3][C:4]([CH3:7])([CH3:6])[CH3:5])=[O:2].CC1(C)[N:20]([O])C(C)(C)CCC1.[Br-].[Na+].C(=O)(O)[O-].[Na+], predict the reaction product.